Task: Predict the reactants needed to synthesize the given product.. Dataset: Full USPTO retrosynthesis dataset with 1.9M reactions from patents (1976-2016) (1) Given the product [F:1][C:2]1[C:3]([CH3:11])=[CH:4][C:5]([C:6]([OH:8])=[O:7])=[C:9]([N+:12]([O-:14])=[O:13])[CH:10]=1, predict the reactants needed to synthesize it. The reactants are: [F:1][C:2]1[CH:10]=[CH:9][C:5]([C:6]([OH:8])=[O:7])=[CH:4][C:3]=1[CH3:11].[N+:12]([O-])([O-:14])=[O:13].[K+]. (2) Given the product [NH2:1][C:2]1[C:3]([C:16]([O:18][CH3:19])=[O:17])=[N:4][C:5]([C:9]2[CH:14]=[CH:13][CH:12]=[C:11]([C:21]#[C:20][C@:22]3([OH:30])[CH2:27][CH2:26][CH2:25][N:24]([CH3:28])[C:23]3=[O:29])[CH:10]=2)=[C:6]([F:8])[CH:7]=1, predict the reactants needed to synthesize it. The reactants are: [NH2:1][C:2]1[C:3]([C:16]([O:18][CH3:19])=[O:17])=[N:4][C:5]([C:9]2[CH:14]=[CH:13][CH:12]=[C:11](Br)[CH:10]=2)=[C:6]([F:8])[CH:7]=1.[C:20]([C@:22]1([OH:30])[CH2:27][CH2:26][CH2:25][N:24]([CH3:28])[C:23]1=[O:29])#[CH:21]. (3) The reactants are: [CH3:1][C:2]1[CH:10]=[C:9]([N+:11]([O-])=O)[CH:8]=[CH:7][C:3]=1[C:4]([OH:6])=[O:5].[C:14]1([CH3:24])[CH:19]=CC(S(Cl)(=O)=O)=C[CH:15]=1.C(O)(C)(C)C. Given the product [NH2:11][C:9]1[CH:8]=[CH:7][C:3]([C:4]([O:6][C:14]([CH3:24])([CH3:19])[CH3:15])=[O:5])=[C:2]([CH3:1])[CH:10]=1, predict the reactants needed to synthesize it. (4) Given the product [CH3:51][N:37]([CH3:36])[C:38]([CH3:49])([CH3:50])[CH2:39][C:40]1[CH:41]=[CH:42][C:43]([CH2:44][CH2:2][CH2:1][NH:3][C:4]2[CH:9]=[C:8]([O:10][CH3:11])[CH:7]=[CH:6][C:5]=2[C@@H:12]2[CH2:21][CH2:20][C:19]3[CH:18]=[C:17]([OH:22])[CH:16]=[CH:15][C:14]=3[CH2:13]2)=[CH:47][CH:48]=1, predict the reactants needed to synthesize it. The reactants are: [CH2:1]([NH:3][C:4]1[CH:9]=[C:8]([O:10][CH3:11])[CH:7]=[CH:6][C:5]=1[C@@H:12]1[CH2:21][CH2:20][C:19]2[CH:18]=[C:17]([O:22]C(=O)C(C)(C)C)[CH:16]=[CH:15][C:14]=2[CH2:13]1)[CH3:2].C(OC([CH2:36][NH:37][C:38]([CH3:50])([CH3:49])[CH2:39][C:40]1[CH:48]=[CH:47][C:43]([C:44](O)=O)=[CH:42][CH:41]=1)=O)(C)(C)C.[C:51](OC(CNC(C)(C)CC1C=CC(C(CCNC2C=C(OC)C=CC=2C2CCC3C=C(OC(=O)C(C)(C)C)C=CC=3C2)=O)=CC=1)=O)(C)(C)C. (5) Given the product [F:1][C:2]1[CH:3]=[C:4]([NH:5][CH2:11][CH2:10][C:9]([OH:13])=[O:12])[CH:6]=[CH:7][CH:8]=1, predict the reactants needed to synthesize it. The reactants are: [F:1][C:2]1[CH:3]=[C:4]([CH:6]=[CH:7][CH:8]=1)[NH2:5].[C:9]([OH:13])(=[O:12])[CH:10]=[CH2:11]. (6) Given the product [N:1]1([C:7]([C:9]2[S:13][C:12]([C:14]#[N:16])=[CH:11][CH:10]=2)=[O:8])[CH2:6][CH2:5][CH2:4][CH2:3][CH2:2]1, predict the reactants needed to synthesize it. The reactants are: [N:1]1([C:7]([C:9]2[S:13][C:12]([CH:14]=O)=[CH:11][CH:10]=2)=[O:8])[CH2:6][CH2:5][CH2:4][CH2:3][CH2:2]1.[N:16]1C=CC=CC=1.Cl.NO. (7) Given the product [Br:1][C:2]1[CH:3]=[C:4]([C:8]2[N:14]3[CH2:15][CH2:16][CH2:17][CH2:18][C:13]3=[C:11]([C:10]([OH:9])=[O:19])[N:12]=2)[CH:5]=[CH:6][CH:7]=1, predict the reactants needed to synthesize it. The reactants are: [Br:1][C:2]1[CH:3]=[C:4]([C:8]2[O:9][C:10](=[O:19])[CH:11]([C:13]3[CH2:18][CH2:17][CH2:16][CH2:15][N:14]=3)[N:12]=2)[CH:5]=[CH:6][CH:7]=1.O.[OH-].[Li+].